This data is from Reaction yield outcomes from USPTO patents with 853,638 reactions. The task is: Predict the reaction yield, written as a fraction of the theoretical maximum amount of product (1.0 means a 100% yield; for example, 0.34 means a 34% yield). The reactants are [Cl:1][C:2]1[CH:21]=[C:20]([C:22]([F:25])([F:24])[F:23])[CH:19]=[CH:18][C:3]=1[CH2:4][N:5]1[C:9]([CH2:10][CH2:11][C:12]([OH:14])=O)=[CH:8][C:7]([CH:15]2[CH2:17][CH2:16]2)=[N:6]1.[CH3:26][CH:27]([CH3:34])[CH2:28][CH2:29][S:30]([NH2:33])(=[O:32])=[O:31].N12CCCN=C1CCCCC2.Cl. The catalyst is CN(C)C=O.O. The product is [Cl:1][C:2]1[CH:21]=[C:20]([C:22]([F:24])([F:25])[F:23])[CH:19]=[CH:18][C:3]=1[CH2:4][N:5]1[C:9]([CH2:10][CH2:11][C:12]([NH:33][S:30]([CH2:29][CH2:28][CH:27]([CH3:34])[CH3:26])(=[O:32])=[O:31])=[O:14])=[CH:8][C:7]([CH:15]2[CH2:17][CH2:16]2)=[N:6]1. The yield is 0.310.